Predict the reactants needed to synthesize the given product. From a dataset of Full USPTO retrosynthesis dataset with 1.9M reactions from patents (1976-2016). (1) Given the product [N+:15]([C:4]1[C:5](=[O:14])[N:6]([C:8]2[CH:13]=[CH:12][CH:11]=[CH:10][CH:9]=2)[CH:7]=[C:2]([C:5]2[CH:4]=[CH:3][CH:2]=[CH:7][N:6]=2)[CH:3]=1)([O-:17])=[O:16], predict the reactants needed to synthesize it. The reactants are: Br[C:2]1[CH:3]=[C:4]([N+:15]([O-:17])=[O:16])[C:5](=[O:14])[N:6]([C:8]2[CH:13]=[CH:12][CH:11]=[CH:10][CH:9]=2)[CH:7]=1. (2) Given the product [CH3:1][C@H:2]([O:5][C:6]1[CH:15]=[CH:14][C:9]([C:10]([OH:12])=[O:11])=[CH:8][CH:7]=1)[CH2:3][CH3:4], predict the reactants needed to synthesize it. The reactants are: [CH3:1][C@H:2]([O:5][C:6]1[CH:15]=[CH:14][C:9]([C:10]([O:12]C)=[O:11])=[CH:8][CH:7]=1)[CH2:3][CH3:4].[OH-].[Na+].